From a dataset of Reaction yield outcomes from USPTO patents with 853,638 reactions. Predict the reaction yield, written as a fraction of the theoretical maximum amount of product (1.0 means a 100% yield; for example, 0.34 means a 34% yield). (1) The reactants are [OH-:1].[Na+].OO.[C:5]([O:9][C:10]([N:12]1[CH2:17][CH2:16][C:15]([C:32]#[N:33])([NH:18][C:19]([C:21]2[C:29]3[O:28][C:27]([F:31])([F:30])[O:26][C:25]=3[CH:24]=[CH:23][CH:22]=2)=O)[CH2:14][CH2:13]1)=[O:11])([CH3:8])([CH3:7])[CH3:6]. The catalyst is C1COCC1.CCO. The product is [C:5]([O:9][C:10]([N:12]1[CH2:17][CH2:16][C:15]2([N:18]=[C:19]([C:21]3[C:29]4[O:28][C:27]([F:31])([F:30])[O:26][C:25]=4[CH:24]=[CH:23][CH:22]=3)[NH:33][C:32]2=[O:1])[CH2:14][CH2:13]1)=[O:11])([CH3:8])([CH3:7])[CH3:6]. The yield is 0.910. (2) The reactants are [O:1]1[CH:5]=[CH:4][CH:3]=[C:2]1[C:6]([NH:8][C:9]1[CH:10]=[C:11]([C:15]2[C:23]3[C:18](=[CH:19][CH:20]=[C:21]([C:24]([NH2:26])=[O:25])[CH:22]=3)[N:17](C3CCCCO3)[N:16]=2)[CH:12]=[CH:13][CH:14]=1)=[O:7]. The catalyst is C1(C)C=CC=CC=1. The product is [O:1]1[CH:5]=[CH:4][CH:3]=[C:2]1[C:6]([NH:8][C:9]1[CH:10]=[C:11]([C:15]2[C:23]3[C:18](=[CH:19][CH:20]=[C:21]([C:24]([NH2:26])=[O:25])[CH:22]=3)[NH:17][N:16]=2)[CH:12]=[CH:13][CH:14]=1)=[O:7]. The yield is 0.540.